From a dataset of Full USPTO retrosynthesis dataset with 1.9M reactions from patents (1976-2016). Predict the reactants needed to synthesize the given product. (1) Given the product [Cl:14][CH2:15][C:16]([N:21]([CH:22]1[CH2:27][CH2:26][CH2:25][CH2:24][CH2:23]1)[CH2:19][CH3:20])=[O:17], predict the reactants needed to synthesize it. The reactants are: C(N(C)C(=O)CCl)C1C=CC=CC=1.[Cl:14][CH2:15][C:16](Cl)=[O:17].[CH2:19]([NH:21][CH:22]1[CH2:27][CH2:26][CH2:25][CH2:24][CH2:23]1)[CH3:20].C(Cl)Cl.CO. (2) Given the product [CH3:11][S:8]([C:4]1[CH:3]=[C:2]([N:17]2[CH2:16][C@@H:15]([CH3:19])[N:14]([CH2:20][CH2:21][CH3:22])[C@@H:13]([CH3:12])[CH2:18]2)[CH:7]=[CH:6][CH:5]=1)(=[O:10])=[O:9], predict the reactants needed to synthesize it. The reactants are: Br[C:2]1[CH:3]=[C:4]([S:8]([CH3:11])(=[O:10])=[O:9])[CH:5]=[CH:6][CH:7]=1.[CH3:12][C@H:13]1[CH2:18][NH:17][CH2:16][C@@H:15]([CH3:19])[N:14]1[CH2:20][CH2:21][CH3:22].Cl. (3) The reactants are: [CH:1]1[C:13]2[CH:12]([CH2:14][O:15][C:16]([NH:18][C@H:19]3[CH2:23][N:22]([C:24]([O:26][C:27]([CH3:30])([CH3:29])[CH3:28])=[O:25])[C@H:21]([CH2:31][OH:32])[CH2:20]3)=[O:17])[C:11]3[C:6](=[CH:7][CH:8]=[CH:9][CH:10]=3)[C:5]=2[CH:4]=[CH:3][CH:2]=1.[CH2:33]([C:35]1[CH:40]=[CH:39][C:38]([N:41]=[C:42]=[O:43])=[CH:37][CH:36]=1)[CH3:34]. Given the product [CH:10]1[C:11]2[CH:12]([CH2:14][O:15][C:16]([NH:18][C@H:19]3[CH2:23][N:22]([C:24]([O:26][C:27]([CH3:28])([CH3:29])[CH3:30])=[O:25])[C@H:21]([CH2:31][O:32][C:42](=[O:43])[NH:41][C:38]4[CH:39]=[CH:40][C:35]([CH2:33][CH3:34])=[CH:36][CH:37]=4)[CH2:20]3)=[O:17])[C:13]3[C:5](=[CH:4][CH:3]=[CH:2][CH:1]=3)[C:6]=2[CH:7]=[CH:8][CH:9]=1, predict the reactants needed to synthesize it. (4) Given the product [F:1][C:2]1[CH:7]=[CH:6][CH:5]=[C:4]([F:8])[C:3]=1[CH:9]1[CH2:12][CH2:11][CH:10]1[NH2:13], predict the reactants needed to synthesize it. The reactants are: [F:1][C:2]1[CH:7]=[CH:6][CH:5]=[C:4]([F:8])[C:3]=1[CH:9]1[CH2:12][CH2:11][C:10]1=[N:13]O.[H][H]. (5) Given the product [CH:36]1([C:39]2[N:8]([C:9]3[N:17]=[C:16]4[C:12]([N:13]=[C:14]([CH2:19][N:20]5[CH2:21][CH2:22][CH:23]([C:26]([OH:29])([CH3:28])[CH3:27])[CH2:24][CH2:25]5)[N:15]4[CH3:18])=[C:11]([N:30]4[CH2:31][CH2:32][O:33][CH2:34][CH2:35]4)[N:10]=3)[C:3]3[CH:4]=[CH:5][CH:6]=[CH:7][C:2]=3[N:1]=2)[CH2:38][CH2:37]1, predict the reactants needed to synthesize it. The reactants are: [NH2:1][C:2]1[CH:7]=[CH:6][CH:5]=[CH:4][C:3]=1[NH:8][C:9]1[N:17]=[C:16]2[C:12]([N:13]=[C:14]([CH2:19][N:20]3[CH2:25][CH2:24][CH:23]([C:26]([OH:29])([CH3:28])[CH3:27])[CH2:22][CH2:21]3)[N:15]2[CH3:18])=[C:11]([N:30]2[CH2:35][CH2:34][O:33][CH2:32][CH2:31]2)[N:10]=1.[CH:36]1([C:39](O)=O)[CH2:38][CH2:37]1. (6) Given the product [CH3:30][S:27]([C:23]1[CH:22]=[C:21]2[C:26](=[CH:25][CH:24]=1)[N:18]([C:15]1[N:14]=[CH:13][C:12]([O:11][CH:8]3[CH2:9][CH2:10][N:5]([C:3](=[O:4])[CH2:2][N:33]4[CH2:37][CH2:36][CH2:35][CH2:34]4)[CH2:6][CH2:7]3)=[CH:17][CH:16]=1)[CH:19]=[CH:20]2)(=[O:28])=[O:29], predict the reactants needed to synthesize it. The reactants are: Cl[CH2:2][C:3]([N:5]1[CH2:10][CH2:9][CH:8]([O:11][C:12]2[CH:13]=[N:14][C:15]([N:18]3[C:26]4[C:21](=[CH:22][C:23]([S:27]([CH3:30])(=[O:29])=[O:28])=[CH:24][CH:25]=4)[CH:20]=[CH:19]3)=[CH:16][CH:17]=2)[CH2:7][CH2:6]1)=[O:4].[I-].[K+].[NH:33]1[CH2:37][CH2:36][CH2:35][CH2:34]1.C(=O)([O-])[O-].[K+].[K+].